Task: Predict the product of the given reaction.. Dataset: Forward reaction prediction with 1.9M reactions from USPTO patents (1976-2016) Given the reactants [CH3:1][CH:2]([CH:4]1[N:9]([CH2:10][C@H:11]2[CH2:16][NH:15][CH2:14][CH2:13][NH:12]2)[CH2:8][CH2:7][NH:6][C:5]1=[O:17])[CH3:3].C(N(CC)CC)C.[N+:25]([C:28]1[S:32][C:31]([S:33](Cl)(=[O:35])=[O:34])=[CH:30][CH:29]=1)([O-:27])=[O:26], predict the reaction product. The product is: [CH3:3][CH:2]([CH:4]1[N:9]([CH2:10][C@H:11]2[CH2:16][N:15]([S:33]([C:31]3[S:32][C:28]([N+:25]([O-:27])=[O:26])=[CH:29][CH:30]=3)(=[O:35])=[O:34])[CH2:14][CH2:13][NH:12]2)[CH2:8][CH2:7][NH:6][C:5]1=[O:17])[CH3:1].